This data is from Full USPTO retrosynthesis dataset with 1.9M reactions from patents (1976-2016). The task is: Predict the reactants needed to synthesize the given product. Given the product [Cl:14][C:8]1[CH:9]=[C:10]([Cl:13])[CH:11]=[CH:12][C:7]=1[C:5]1[N:6]=[C:2]([N:18]2[CH2:17][CH2:16][N:15]([C:21]([O:23][C:24]([CH3:27])([CH3:26])[CH3:25])=[O:22])[CH2:20][CH2:19]2)[S:3][CH:4]=1, predict the reactants needed to synthesize it. The reactants are: Br[C:2]1[S:3][CH:4]=[C:5]([C:7]2[CH:12]=[CH:11][C:10]([Cl:13])=[CH:9][C:8]=2[Cl:14])[N:6]=1.[N:15]1([C:21]([O:23][C:24]([CH3:27])([CH3:26])[CH3:25])=[O:22])[CH2:20][CH2:19][NH:18][CH2:17][CH2:16]1.C(=O)([O-])[O-].[K+].[K+].O.